From a dataset of Reaction yield outcomes from USPTO patents with 853,638 reactions. Predict the reaction yield, written as a fraction of the theoretical maximum amount of product (1.0 means a 100% yield; for example, 0.34 means a 34% yield). (1) The reactants are [C:1]([O:5][C:6]([N:8]1[CH2:12][CH2:11][CH2:10][CH:9]1[CH:13]=[C:14](Br)Br)=[O:7])([CH3:4])([CH3:3])[CH3:2].[Li]CCCC. The catalyst is C1COCC1. The product is [C:1]([O:5][C:6]([N:8]1[CH2:12][CH2:11][CH2:10][CH:9]1[C:13]#[CH:14])=[O:7])([CH3:4])([CH3:3])[CH3:2]. The yield is 0.970. (2) The reactants are [Al+3].[Cl-].[Cl-].[Cl-].Cl[C:6]1[C:11]2[CH:12]=[CH:13][CH:14]=[CH:15][C:10]=2[S:9](=[O:17])(=[O:16])[NH:8][N:7]=1.[F:18][C:19]1[CH:20]=[C:21]2[C:25](=[CH:26][CH:27]=1)[NH:24][C:23]([CH3:28])=[CH:22]2. The catalyst is ClCCCl.O. The product is [F:18][C:19]1[CH:20]=[C:21]2[C:25](=[CH:26][CH:27]=1)[NH:24][C:23]([CH3:28])=[C:22]2[C:6]1[C:11]2[CH:12]=[CH:13][CH:14]=[CH:15][C:10]=2[S:9](=[O:17])(=[O:16])[NH:8][N:7]=1. The yield is 0.190. (3) The reactants are C[O:2][C:3](=[O:23])[C@@H:4]([OH:22])[C@H:5]([NH:14][C:15]([O:17][C:18]([CH3:21])([CH3:20])[CH3:19])=[O:16])[CH2:6][C:7]1[CH:12]=[CH:11][CH:10]=[C:9]([F:13])[CH:8]=1.[OH-].[Na+].CO. The catalyst is O1CCOCC1. The product is [C:18]([O:17][C:15]([NH:14][C@H:5]([CH2:6][C:7]1[CH:12]=[CH:11][CH:10]=[C:9]([F:13])[CH:8]=1)[C@H:4]([OH:22])[C:3]([OH:23])=[O:2])=[O:16])([CH3:21])([CH3:19])[CH3:20]. The yield is 0.970. (4) The reactants are [Cl:1][C:2]1[CH:3]=[CH:4][N:5]=[C:6]2[C:11]=1[N:10]=[CH:9][C:8]([NH2:12])=[CH:7]2.C(N(CC)CC)C.[CH3:20][O:21][CH2:22][C:23](Cl)=[O:24]. The catalyst is ClCCl. The product is [Cl:1][C:2]1[CH:3]=[CH:4][N:5]=[C:6]2[C:11]=1[N:10]=[CH:9][C:8]([NH:12][C:23](=[O:24])[CH2:22][O:21][CH3:20])=[CH:7]2. The yield is 0.750. (5) The reactants are [CH3:1][O:2][CH:3]1[CH2:29][CH:6]2[CH:7]([C:19]3[CH:24]=[CH:23][C:22]([O:25]COC)=[CH:21][CH:20]=3)[O:8][C:9]3[CH:10]=[CH:11][C:12]([O:15]COC)=[CH:13][C:14]=3[CH:5]2[CH2:4]1.Cl.CCOC(C)=O.CCOC(C)=O.CCCCCC. The catalyst is C1COCC1. The product is [OH:25][C:22]1[CH:21]=[CH:20][C:19]([C@@H:7]2[C@@H:6]3[CH2:29][C@H:3]([O:2][CH3:1])[CH2:4][C@@H:5]3[C:14]3[CH:13]=[C:12]([OH:15])[CH:11]=[CH:10][C:9]=3[O:8]2)=[CH:24][CH:23]=1. The yield is 0.780. (6) The reactants are [C:1]([NH:4][C:5]1[CH:6]=[CH:7][C:8]([Br:14])=[C:9]([CH:13]=1)[C:10]([OH:12])=[O:11])(=[O:3])[CH3:2].[N+:15]([O-])([OH:17])=[O:16]. The catalyst is O. The product is [C:1]([NH:4][C:5]1[C:13]([N+:15]([O-:17])=[O:16])=[C:9]([C:8]([Br:14])=[CH:7][CH:6]=1)[C:10]([OH:12])=[O:11])(=[O:3])[CH3:2]. The yield is 0.370.